Dataset: Full USPTO retrosynthesis dataset with 1.9M reactions from patents (1976-2016). Task: Predict the reactants needed to synthesize the given product. Given the product [Cl:1][CH2:2][C:3]1[CH:11]=[CH:10][C:6]([C:7]([Cl:19])=[N:8][OH:9])=[CH:5][CH:4]=1, predict the reactants needed to synthesize it. The reactants are: [Cl:1][CH2:2][C:3]1[CH:11]=[CH:10][C:6]([CH:7]=[N:8][OH:9])=[CH:5][CH:4]=1.C1C(=O)N([Cl:19])C(=O)C1.Cl.O1CCOCC1.